Task: Predict the reactants needed to synthesize the given product.. Dataset: Full USPTO retrosynthesis dataset with 1.9M reactions from patents (1976-2016) (1) Given the product [N+:10]([C:8]1[CH:7]=[CH:6][C:5]2[O:1][CH2:2][CH2:3][C:4]=2[CH:9]=1)([O-:12])=[O:11], predict the reactants needed to synthesize it. The reactants are: [O:1]1[C:5]2[CH:6]=[CH:7][CH:8]=[CH:9][C:4]=2[CH2:3][CH2:2]1.[N+:10]([O-])([OH:12])=[O:11].C([O-])([O-])=O.[Na+].[Na+]. (2) Given the product [ClH:38].[C:1]([NH:5][CH2:6][C:7](=[O:27])[CH2:8][CH2:9][N:10]1[C:14]2[CH:15]=[CH:16][CH:17]=[CH:18][C:13]=2[N:12]([C:19]2[CH:20]=[CH:21][CH:22]=[CH:23][CH:24]=2)[S:11]1(=[O:26])=[O:25])([CH3:4])([CH3:2])[CH3:3], predict the reactants needed to synthesize it. The reactants are: [C:1]([NH:5][CH2:6][C:7](=[O:27])[CH2:8][CH2:9][N:10]1[C:14]2[CH:15]=[CH:16][CH:17]=[CH:18][C:13]=2[N:12]([C:19]2[CH:24]=[CH:23][CH:22]=[CH:21][CH:20]=2)[S:11]1(=[O:26])=[O:25])([CH3:4])([CH3:3])[CH3:2].C(OC(=O)N)(C)(C)C.CO.[ClH:38]. (3) Given the product [Cl:1][C:2]1[CH:3]=[C:4]2[C:9](=[CH:10][C:11]=1[C:12]([N:69]1[CH2:70][CH2:71][CH2:72][C@@H:68]1[C:66]([O:65][CH2:63][CH3:64])=[O:67])=[O:13])[N:8]=[CH:7][N:6]=[C:5]2[NH:15][CH:16]([C:18]1[NH:22][C:21]2[CH:23]=[CH:24][C:25]([Cl:27])=[CH:26][C:20]=2[N:19]=1)[CH3:17], predict the reactants needed to synthesize it. The reactants are: [Cl:1][C:2]1[CH:3]=[C:4]2[C:9](=[CH:10][C:11]=1[C:12](O)=[O:13])[N:8]=[CH:7][N:6]=[C:5]2[NH:15][CH:16]([C:18]1[NH:22][C:21]2[CH:23]=[CH:24][C:25]([Cl:27])=[CH:26][C:20]=2[N:19]=1)[CH3:17].FC1C(OC(N(C)C)=[N+](C)C)=C(F)C(F)=C(F)C=1F.F[P-](F)(F)(F)(F)F.C(N(C(C)C)CC)(C)C.[CH2:63]([O:65][C:66]([C@H:68]1[CH2:72][CH2:71][CH2:70][NH:69]1)=[O:67])[CH3:64]. (4) Given the product [OH:1][C:2]1[C:7]([C:8]([CH3:9])([CH3:11])[CH3:10])=[CH:6][C:5]([CH2:12][Br:34])=[CH:4][C:3]=1[N:13]1[N:17]=[C:16]2[CH:18]=[CH:19][CH:20]=[CH:21][C:15]2=[N:14]1, predict the reactants needed to synthesize it. The reactants are: [OH:1][C:2]1[C:7]([C:8]([CH3:11])([CH3:10])[CH3:9])=[CH:6][C:5]([CH3:12])=[CH:4][C:3]=1[N:13]1[N:17]=[C:16]2[CH:18]=[CH:19][CH:20]=[CH:21][C:15]2=[N:14]1.N(C(C)(C)C#N)=NC(C)(C)C#N.[Br:34]Br. (5) Given the product [CH3:26][N:13]([C:10]1[CH:11]=[CH:12][C:7]([O:6][C:5]2[CH:21]=[CH:22][CH:23]=[C:3]([C:2]([F:24])([F:25])[F:1])[CH:4]=2)=[CH:8][CH:9]=1)[NH:14][C:15]([O:17][CH:18]([CH3:20])[CH3:19])=[O:16], predict the reactants needed to synthesize it. The reactants are: [F:1][C:2]([F:25])([F:24])[C:3]1[CH:4]=[C:5]([CH:21]=[CH:22][CH:23]=1)[O:6][C:7]1[CH:12]=[CH:11][C:10]([NH:13][NH:14][C:15]([O:17][CH:18]([CH3:20])[CH3:19])=[O:16])=[CH:9][CH:8]=1.[CH3:26]I. (6) Given the product [CH3:15][C:14]1([CH3:16])[CH:9]2[CH2:8][C:7]3[C:11]([CH:10]12)=[N:12][NH:13][C:6]=3[C:4]([OH:5])=[O:3], predict the reactants needed to synthesize it. The reactants are: C([O:3][C:4]([C:6]1[NH:13][N:12]=[C:11]2[C:7]=1[CH2:8][CH:9]1[C:14]([CH3:16])([CH3:15])[CH:10]12)=[O:5])C.CO.[OH-].[Li+]. (7) Given the product [OH:16][CH2:15][C:3]1([CH2:2][O:1][C:30](=[O:31])[NH:29][CH2:24][CH2:25][CH2:26][CH2:27][CH3:28])[CH2:9][CH2:8][O:7][C:6]2[CH:10]=[CH:11][CH:12]=[CH:13][C:5]=2[C:4]1=[O:14], predict the reactants needed to synthesize it. The reactants are: [OH:1][CH2:2][C:3]1([CH2:15][OH:16])[CH2:9][CH2:8][O:7][C:6]2[CH:10]=[CH:11][CH:12]=[CH:13][C:5]=2[C:4]1=[O:14].C(N(CC)CC)C.[CH2:24]([N:29]=[C:30]=[O:31])[CH2:25][CH2:26][CH2:27][CH3:28].